Dataset: Catalyst prediction with 721,799 reactions and 888 catalyst types from USPTO. Task: Predict which catalyst facilitates the given reaction. (1) Reactant: [C:1]([O:5][C:6](=[O:19])[CH2:7][C@@:8]1([C:15](OC)=O)[CH2:12][CH2:11][C@@H:10]([CH3:13])[CH:9]1C)(C)(C)C.FC(F)(F)[C:22]([OH:24])=[O:23].C(=O)([O-])[O-].[Na+].[Na+]. Product: [CH3:1][O:5][C:6]([CH2:7][C@:8]1([CH2:15][C:22]([OH:24])=[O:23])[CH2:12][CH2:11][C@@H:10]([CH3:13])[CH2:9]1)=[O:19]. The catalyst class is: 4. (2) Reactant: Br[C:2]1[CH:3]=[CH:4][C:5]2[O:9][C:8]3[CH:10]=[CH:11][C:12]([N:14]4[C:26]5[CH:25]=[CH:24][CH:23]=[CH:22][C:21]=5[C:20]5[C:15]4=[CH:16][CH:17]=[CH:18][CH:19]=5)=[CH:13][C:7]=3[C:6]=2[CH:27]=1.[C:28]([Cu])#[N:29]. Product: [CH:25]1[C:26]2[N:14]([C:12]3[CH:11]=[CH:10][C:8]4[O:9][C:5]5[CH:4]=[CH:3][C:2]([C:28]#[N:29])=[CH:27][C:6]=5[C:7]=4[CH:13]=3)[C:15]3[C:20](=[CH:19][CH:18]=[CH:17][CH:16]=3)[C:21]=2[CH:22]=[CH:23][CH:24]=1. The catalyst class is: 3. (3) Reactant: [F:1][C:2]1[CH:3]=[N:4][C:5]([Cl:9])=[N:6][C:7]=1Cl.[CH3:10][NH:11][C:12](=[O:21])[C:13]1[CH:18]=[CH:17][CH:16]=[CH:15][C:14]=1[NH:19][CH3:20].C(=O)([O-])[O-].[K+].[K+]. Product: [Cl:9][C:5]1[N:6]=[C:7]([N:19]([CH3:20])[C:14]2[CH:15]=[CH:16][CH:17]=[CH:18][C:13]=2[C:12]([NH:11][CH3:10])=[O:21])[C:2]([F:1])=[CH:3][N:4]=1. The catalyst class is: 3. (4) Reactant: [F:1][C:2]1[CH:7]=[CH:6][CH:5]=[CH:4][C:3]=1[C:8]1[CH:20]=[CH:19][C:18]([C:21](O)=[O:22])=[C:17]2[C:9]=1[C:10]1[CH2:11][CH:12]([OH:24])[CH2:13][CH2:14][C:15]=1[NH:16]2.[Cl-].[NH4+].C1C=[N:31]C2N(O)N=NC=2C=1.C(Cl)CCl.CCN(C(C)C)C(C)C. Product: [F:1][C:2]1[CH:7]=[CH:6][CH:5]=[CH:4][C:3]=1[C:8]1[CH:20]=[CH:19][C:18]([C:21]([NH2:31])=[O:22])=[C:17]2[C:9]=1[C:10]1[CH2:11][CH:12]([OH:24])[CH2:13][CH2:14][C:15]=1[NH:16]2. The catalyst class is: 85. (5) Reactant: [CH2:1]([N:5]1[C:13]2[C:8](=[CH:9][CH:10]=[C:11]([C:14]([O:16]C)=[O:15])[CH:12]=2)[CH2:7][CH2:6]1)[CH2:2][CH2:3][CH3:4].[OH-].[Na+].Cl. Product: [CH2:1]([N:5]1[C:13]2[C:8](=[CH:9][CH:10]=[C:11]([C:14]([OH:16])=[O:15])[CH:12]=2)[CH2:7][CH2:6]1)[CH2:2][CH2:3][CH3:4]. The catalyst class is: 5. (6) Reactant: [CH:1]([Si:4]([CH:36]([CH3:38])[CH3:37])([CH:33]([CH3:35])[CH3:34])[O:5][CH2:6][C@@H:7]1[CH2:11][CH2:10][CH2:9][N:8]1[C:12]1[N:16]2[CH:17]=[C:18]([O:21][C@H:22]3[C:31]4[C:26](=[CH:27][CH:28]=[CH:29][CH:30]=4)[C@@H:25]([NH2:32])[CH2:24][CH2:23]3)[CH:19]=[CH:20][C:15]2=[N:14][N:13]=1)([CH3:3])[CH3:2].ClC(Cl)(Cl)C[O:42][C:43](=O)[NH:44][C:45]1[N:46]([C:54]2[CH:59]=[CH:58][C:57]([CH3:60])=[CH:56][CH:55]=2)[N:47]=[C:48]([C:50]([CH3:53])([CH3:52])[CH3:51])[CH:49]=1.CCN(C(C)C)C(C)C.N. Product: [C:50]([C:48]1[CH:49]=[C:45]([NH:44][C:43]([NH:32][C@@H:25]2[C:26]3[C:31](=[CH:30][CH:29]=[CH:28][CH:27]=3)[C@H:22]([O:21][C:18]3[CH:19]=[CH:20][C:15]4[N:16]([C:12]([N:8]5[CH2:9][CH2:10][CH2:11][C@H:7]5[CH2:6][O:5][Si:4]([CH:1]([CH3:2])[CH3:3])([CH:33]([CH3:35])[CH3:34])[CH:36]([CH3:38])[CH3:37])=[N:13][N:14]=4)[CH:17]=3)[CH2:23][CH2:24]2)=[O:42])[N:46]([C:54]2[CH:59]=[CH:58][C:57]([CH3:60])=[CH:56][CH:55]=2)[N:47]=1)([CH3:53])([CH3:51])[CH3:52]. The catalyst class is: 655.